Dataset: Forward reaction prediction with 1.9M reactions from USPTO patents (1976-2016). Task: Predict the product of the given reaction. (1) Given the reactants [CH:1]1([NH:5][C:6]([C@@H:8]2[CH2:12][CH2:11][CH2:10][N:9]2[C:13](=[O:30])[CH2:14][O:15][C:16]2[N:20]([C:21]3[CH:26]=[CH:25][CH:24]=[CH:23][CH:22]=3)[N:19]=[C:18]([C:27]([OH:29])=O)[CH:17]=2)=[O:7])[CH2:4][CH2:3][CH2:2]1.C1C=NC2N(O)N=NC=2C=1.CCN(C(C)C)C(C)C.[CH2:50]([O:54][C:55]([N:57]1[CH2:62][CH2:61][N:60]([C:63](=[O:70])[C@@H:64]([NH2:69])[CH2:65][O:66][CH2:67][CH3:68])[CH2:59][CH2:58]1)=[O:56])[CH2:51][CH2:52][CH3:53], predict the reaction product. The product is: [CH2:50]([O:54][C:55]([N:57]1[CH2:58][CH2:59][N:60]([C:63](=[O:70])[C@@H:64]([NH:69][C:27]([C:18]2[CH:17]=[C:16]([O:15][CH2:14][C:13]([N:9]3[CH2:10][CH2:11][CH2:12][C@H:8]3[C:6](=[O:7])[NH:5][CH:1]3[CH2:4][CH2:3][CH2:2]3)=[O:30])[N:20]([C:21]3[CH:22]=[CH:23][CH:24]=[CH:25][CH:26]=3)[N:19]=2)=[O:29])[CH2:65][O:66][CH2:67][CH3:68])[CH2:61][CH2:62]1)=[O:56])[CH2:51][CH2:52][CH3:53]. (2) Given the reactants [N:1]1[C:10]2[C:5](=[CH:6][C:7]([CH2:11][N:12]3[C:16]4=[N:17][C:18]([C:21]5[CH:29]=[CH:28][C:24]([C:25](O)=[O:26])=[CH:23][CH:22]=5)=[CH:19][CH:20]=[C:15]4[N:14]=[N:13]3)=[CH:8][CH:9]=2)[CH:4]=[CH:3][CH:2]=1.C1C=CC2N(O)N=[N:36]C=2C=1.CCN=C=NC[CH2:46][CH2:47][N:48]([CH3:50])[CH3:49].Cl.C(N(CC)CC)C, predict the reaction product. The product is: [CH3:50][N:48]([CH3:49])[CH2:47][CH2:46][NH:36][C:25](=[O:26])[C:24]1[CH:23]=[CH:22][C:21]([C:18]2[N:17]=[C:16]3[N:12]([CH2:11][C:7]4[CH:6]=[C:5]5[C:10](=[CH:9][CH:8]=4)[N:1]=[CH:2][CH:3]=[CH:4]5)[N:13]=[N:14][C:15]3=[CH:20][CH:19]=2)=[CH:29][CH:28]=1. (3) Given the reactants [F:1][C:2]([F:13])([F:12])[C:3]1[CH:4]=[C:5]([CH:9]=[CH:10][CH:11]=1)[C:6]([NH2:8])=[O:7].[CH3:14][O:15][C:16]1[N:21]=[CH:20][C:19]([N:22]2[CH2:27][CH2:26][C:25](=O)[CH2:24][CH2:23]2)=[CH:18][CH:17]=1.C(O[BH-](O[C:39](=[O:41])[CH3:40])OC(=O)C)(=O)C.[Na+].[C:43]([O-:46])(O)=O.[Na+], predict the reaction product. The product is: [OH:46][C@H:43]1[CH2:16][N:21]([CH:25]2[CH2:26][CH2:27][N:22]([C:19]3[CH:20]=[N:21][C:16]([O:15][CH3:14])=[CH:17][CH:18]=3)[CH2:23][CH2:24]2)[CH2:20][C@@H:19]1[NH:22][C:39](=[O:41])[CH2:40][NH:8][C:6](=[O:7])[C:5]1[CH:9]=[CH:10][CH:11]=[C:3]([C:2]([F:12])([F:13])[F:1])[CH:4]=1. (4) Given the reactants [CH2:1]([NH:3][C:4]([NH2:6])=[O:5])[CH3:2].[C:7](O)(=[O:12])[CH2:8][C:9](O)=[O:10].C(OC(=O)C)(=O)C, predict the reaction product. The product is: [CH2:1]([N:3]1[C:9](=[O:10])[CH2:8][C:7](=[O:12])[NH:6][C:4]1=[O:5])[CH3:2]. (5) Given the reactants [N+:1]1([O-])[CH:6]=[CH:5][CH:4]=[C:3]([C:7]([O:9][CH3:10])=[O:8])[C:2]=1[C:11]([O:13][CH3:14])=[O:12].C[Si]([C:20]#[N:21])(C)C.CN(C)C(Cl)=O.C([O-])(O)=O.[Na+], predict the reaction product. The product is: [C:20]([C:6]1[N:1]=[C:2]([C:11]([O:13][CH3:14])=[O:12])[C:3]([C:7]([O:9][CH3:10])=[O:8])=[CH:4][CH:5]=1)#[N:21].